This data is from Forward reaction prediction with 1.9M reactions from USPTO patents (1976-2016). The task is: Predict the product of the given reaction. Given the reactants [Br:1][C:2]1[CH:7]=[CH:6][CH:5]=[CH:4][C:3]=1[C:8]1[C:19](=[O:20])[NH:18][C:11]2[N:12]=[C:13]([S:16][CH3:17])[N:14]=[CH:15][C:10]=2[CH:9]=1.C1C=CC(N([S:28]([C:31]([F:34])([F:33])[F:32])(=[O:30])=[O:29])[S:28]([C:31]([F:34])([F:33])[F:32])(=[O:30])=[O:29])=CC=1, predict the reaction product. The product is: [Br:1][C:2]1[CH:7]=[CH:6][CH:5]=[CH:4][C:3]=1[C:8]1[C:19]([O:20][S:28]([C:31]([F:34])([F:33])[F:32])(=[O:30])=[O:29])=[N:18][C:11]2[N:12]=[C:13]([S:16][CH3:17])[N:14]=[CH:15][C:10]=2[CH:9]=1.